Dataset: Catalyst prediction with 721,799 reactions and 888 catalyst types from USPTO. Task: Predict which catalyst facilitates the given reaction. (1) Product: [F:10][C:9]([F:12])([F:11])[C:7]1[CH:6]=[C:5]([C@H:13]([N:15]([CH3:40])[C:16]([N:18]2[CH2:31][CH2:30][C@@:21]3([NH:25][CH:24]([C:26]([NH2:52])=[O:28])[CH2:23][CH2:22]3)[CH2:20][C@@H:19]2[C:32]2[CH:37]=[CH:36][C:35]([F:38])=[CH:34][C:33]=2[CH3:39])=[O:17])[CH3:14])[CH:4]=[C:3]([C:2]([F:1])([F:41])[F:42])[CH:8]=1. Reactant: [F:1][C:2]([F:42])([F:41])[C:3]1[CH:4]=[C:5]([C@H:13]([N:15]([CH3:40])[C:16]([N:18]2[CH2:31][CH2:30][C@@:21]3([NH:25][CH:24]([C:26]([O:28]C)=O)[CH2:23][CH2:22]3)[CH2:20][C@@H:19]2[C:32]2[CH:37]=[CH:36][C:35]([F:38])=[CH:34][C:33]=2[CH3:39])=[O:17])[CH3:14])[CH:6]=[C:7]([C:9]([F:12])([F:11])[F:10])[CH:8]=1.CCOC(C)=O.C(Cl)Cl.[NH3:52]. The catalyst class is: 5. (2) Reactant: [CH2:1]([O:8][C:9]1[CH:14]=[CH:13][C:12]([OH:15])=[C:11]([CH:16]=[CH2:17])[CH:10]=1)[C:2]1[CH:7]=[CH:6][CH:5]=[CH:4][CH:3]=1.Br[CH2:19][C:20]([O:22][CH2:23][CH3:24])=[O:21].C(=O)([O-])[O-].[Cs+].[Cs+]. Product: [CH2:23]([O:22][C:20](=[O:21])[CH2:19][O:15][C:12]1[CH:13]=[CH:14][C:9]([O:8][CH2:1][C:2]2[CH:3]=[CH:4][CH:5]=[CH:6][CH:7]=2)=[CH:10][C:11]=1[CH:16]=[CH2:17])[CH3:24]. The catalyst class is: 3. (3) Reactant: [O:1]1CCO[CH:2]1[CH2:6][CH2:7][N:8]1[C:17](=[O:18])[C:16]2[C:11](=[CH:12][CH:13]=[CH:14][CH:15]=2)[NH:10][C:9]1=[O:19].S(=O)(=O)(O)O. Product: [O:19]=[C:9]1[N:8]([CH2:7][CH2:6][CH:2]=[O:1])[C:17](=[O:18])[C:16]2[C:11](=[CH:12][CH:13]=[CH:14][CH:15]=2)[NH:10]1. The catalyst class is: 21. (4) Reactant: C[O:2][C:3](=[O:29])[CH:4]([NH:8][C:9](=[O:28])[CH:10]([NH:20][C:21](OC(C)(C)C)=[O:22])[CH2:11][O:12][C:13]1[CH:18]=[CH:17][C:16]([Br:19])=[CH:15][CH:14]=1)[CH:5]([CH3:7])[CH3:6].COC(=O)C(N1C(=O)C(COC2C=CC(Br)=CC=2)NC1=O)C(C)C. Product: [Br:19][C:16]1[CH:17]=[CH:18][C:13]([O:12][CH2:11][CH:10]2[C:9](=[O:28])[N:8]([CH:4]([CH:5]([CH3:7])[CH3:6])[C:3]([OH:2])=[O:29])[C:21](=[O:22])[NH:20]2)=[CH:14][CH:15]=1. The catalyst class is: 33. (5) Reactant: C(N(CC)CC)C.P(C#N)(=O)(OCC)OCC.[CH3:18][O:19][C:20]1[CH:21]=[CH:22][C:23]([CH2:41][CH:42]2[S:46][C:45](=[O:47])[NH:44][C:43]2=[O:48])=[C:24]2[C:29]=1[N:28]([CH2:30][C:31]1[CH:36]=[CH:35][C:34]([C:37](O)=[O:38])=[CH:33][CH:32]=1)[C:27](=[O:40])[CH2:26][CH2:25]2.[CH:49]([C:52]1[CH:58]=[CH:57][C:55]([NH2:56])=[CH:54][CH:53]=1)([CH3:51])[CH3:50]. Product: [CH:49]([C:52]1[CH:58]=[CH:57][C:55]([NH:56][C:37]([C:34]2[CH:33]=[CH:32][C:31]([CH2:30][N:28]3[C:29]4[C:24](=[C:23]([CH2:41][CH:42]5[S:46][C:45](=[O:47])[NH:44][C:43]5=[O:48])[CH:22]=[CH:21][C:20]=4[O:19][CH3:18])[CH2:25][CH2:26][C:27]3=[O:40])=[CH:36][CH:35]=2)=[O:38])=[CH:54][CH:53]=1)([CH3:51])[CH3:50]. The catalyst class is: 136. (6) Product: [CH3:9][O:10][C:11]1[CH:12]=[C:13]2[C:17](=[CH:18][CH:19]=1)[NH:16][C:15](=[O:20])[C@:14]12[CH2:44][C@H:21]1[C:22]1[CH:30]=[C:29]2[C:25]([C:26]([C:31]3[CH:32]=[N:33][C:34]([N:37]4[CH2:42][CH2:41][N:40]([CH3:43])[CH2:39][CH2:38]4)=[CH:35][CH:36]=3)=[N:27][NH:28]2)=[CH:24][CH:23]=1. The catalyst class is: 3. Reactant: [H-].[Na+].[I-].C[S+](C)(C)=O.[CH3:9][O:10][C:11]1[CH:12]=[C:13]2[C:17](=[CH:18][CH:19]=1)[NH:16][C:15](=[O:20])[C:14]2=[CH:21][C:22]1[CH:30]=[C:29]2[C:25]([C:26]([C:31]3[CH:32]=[N:33][C:34]([N:37]4[CH2:42][CH2:41][N:40]([CH3:43])[CH2:39][CH2:38]4)=[CH:35][CH:36]=3)=[N:27][NH:28]2)=[CH:24][CH:23]=1.[CH3:44]O.